From a dataset of Reaction yield outcomes from USPTO patents with 853,638 reactions. Predict the reaction yield, written as a fraction of the theoretical maximum amount of product (1.0 means a 100% yield; for example, 0.34 means a 34% yield). The reactants are [CH2:1]([O:8][C:9](=[O:18])[NH:10][C:11]1[CH:16]=[CH:15][NH:14][C:13](=[O:17])[N:12]=1)[C:2]1[CH:7]=[CH:6][CH:5]=[CH:4][CH:3]=1.Br[CH2:20][CH2:21][C:22]#[CH:23].C([O-])([O-])=O.[K+].[K+]. The catalyst is CN(C=O)C. The product is [CH2:1]([O:8][C:9](=[O:18])[NH:10][C:11]1[CH:16]=[CH:15][N:14]([CH2:23][CH2:22][C:21]#[CH:20])[C:13](=[O:17])[N:12]=1)[C:2]1[CH:7]=[CH:6][CH:5]=[CH:4][CH:3]=1. The yield is 0.800.